Dataset: Full USPTO retrosynthesis dataset with 1.9M reactions from patents (1976-2016). Task: Predict the reactants needed to synthesize the given product. (1) Given the product [CH:22]([C:17]1[N:16]([CH:11]2[CH2:12][CH:13]3[NH:8][CH:9]([CH2:15][CH2:14]3)[CH2:10]2)[C:20]([CH3:21])=[N:19][N:18]=1)([CH3:24])[CH3:23], predict the reactants needed to synthesize it. The reactants are: C([N:8]1[CH:13]2[CH2:14][CH2:15][CH:9]1[CH2:10][CH:11]([N:16]1[C:20]([CH3:21])=[N:19][N:18]=[C:17]1[CH:22]([CH3:24])[CH3:23])[CH2:12]2)C1C=CC=CC=1. (2) Given the product [CH3:30][O:29][C:27]1[CH:28]=[C:23]([N:17]2[CH2:16][CH2:15][C:14]3[C:19](=[CH:20][CH:21]=[C:12]([N:9]4[CH2:10][CH2:11][C@H:7]([N:3]5[CH2:4][CH2:5][CH2:6][C@@H:2]5[CH3:1])[CH2:8]4)[CH:13]=3)[CH2:18]2)[CH:24]=[N:25][CH:26]=1, predict the reactants needed to synthesize it. The reactants are: [CH3:1][C@H:2]1[CH2:6][CH2:5][CH2:4][N:3]1[C@H:7]1[CH2:11][CH2:10][N:9]([C:12]2[CH:13]=[C:14]3[C:19](=[CH:20][CH:21]=2)[CH2:18][NH:17][CH2:16][CH2:15]3)[CH2:8]1.Br[C:23]1[CH:24]=[N:25][CH:26]=[C:27]([O:29][CH3:30])[CH:28]=1. (3) Given the product [CH3:11][O:10][C:7]1[CH:8]=[CH:9][C:4]2[C:2](=[O:3])[CH2:1][C:17]3([O:12][C:5]=2[CH:6]=1)[CH2:18][CH2:19][N:14]([CH3:13])[CH2:15][CH2:16]3, predict the reactants needed to synthesize it. The reactants are: [CH3:1][C:2]([C:4]1[CH:9]=[CH:8][C:7]([O:10][CH3:11])=[CH:6][C:5]=1[OH:12])=[O:3].[CH3:13][N:14]1[CH2:19][CH2:18][C:17](=O)[CH2:16][CH2:15]1.N1CCCC1. (4) Given the product [F:40][C:36]1[CH:35]=[C:34]([CH:39]=[CH:38][CH:37]=1)[CH2:33][N:30]1[C:31]([CH3:32])=[C:27]([C:26]2[C:20]3[C:21](=[N:22][CH:23]=[C:18]([C:15]4[CH:16]=[CH:17][C:12]([O:11][CH2:10][CH2:9][OH:8])=[C:13]([NH:52][S:53]([CH3:56])(=[O:55])=[O:54])[CH:14]=4)[CH:19]=3)[N:24]([S:42]([C:45]3[CH:46]=[CH:47][C:48]([CH3:49])=[CH:50][CH:51]=3)(=[O:44])=[O:43])[CH:25]=2)[C:28]([CH3:41])=[N:29]1, predict the reactants needed to synthesize it. The reactants are: C([O:8][CH2:9][CH2:10][O:11][C:12]1[CH:17]=[CH:16][C:15]([C:18]2[CH:19]=[C:20]3[C:26]([C:27]4[C:28]([CH3:41])=[N:29][N:30]([CH2:33][C:34]5[CH:39]=[CH:38][CH:37]=[C:36]([F:40])[CH:35]=5)[C:31]=4[CH3:32])=[CH:25][N:24]([S:42]([C:45]4[CH:51]=[CH:50][C:48]([CH3:49])=[CH:47][CH:46]=4)(=[O:44])=[O:43])[C:21]3=[N:22][CH:23]=2)=[CH:14][C:13]=1[NH:52][S:53]([CH3:56])(=[O:55])=[O:54])C1C=CC=CC=1.C1(C)C=CC=CC=1.C(O)(C(F)(F)F)=O. (5) Given the product [CH2:25]([N:3]([CH2:1][CH3:2])[C:4]1[C:5]([C:18]2[CH:19]=[CH:20][C:21]([F:24])=[CH:22][CH:23]=2)=[N:6][C:7]2[C:12]([N:13]=1)=[CH:11][C:10]([C:14]([OH:16])=[O:15])=[CH:9][CH:8]=2)[CH3:26], predict the reactants needed to synthesize it. The reactants are: [CH2:1]([N:3]([CH2:25][CH3:26])[C:4]1[C:5]([C:18]2[CH:23]=[CH:22][C:21]([F:24])=[CH:20][CH:19]=2)=[N:6][C:7]2[C:12]([N:13]=1)=[CH:11][C:10]([C:14]([O:16]C)=[O:15])=[CH:9][CH:8]=2)[CH3:2].[OH-].[Na+]. (6) Given the product [CH2:2]([O:3][C:4](=[O:31])[CH2:5][C:9]([CH:10]1[CH2:15][N:14]([C:16]([O:18][C:19]([CH3:22])([CH3:21])[CH3:20])=[O:17])[CH2:13][CH2:12][N:11]1[C:23]([O:25][C:26]([CH3:29])([CH3:28])[CH3:27])=[O:24])=[O:30])[CH3:1], predict the reactants needed to synthesize it. The reactants are: [CH3:1][C:2]1(C)OC(=O)[C:5](=[C:9]([OH:30])[CH:10]2[CH2:15][N:14]([C:16]([O:18][C:19]([CH3:22])([CH3:21])[CH3:20])=[O:17])[CH2:13][CH2:12][N:11]2[C:23]([O:25][C:26]([CH3:29])([CH3:28])[CH3:27])=[O:24])[C:4](=[O:31])[O:3]1.[O-]CC.[Na+]. (7) Given the product [F:30][C:27]1[CH:28]=[CH:29][C:24]([N:21]2[C:16]3[CH:17]=[C:18]4[C@:13]([CH2:31][O:32][CH3:33])([CH2:14][C:15]=3[CH:23]=[N:22]2)[CH2:12][N:11]([S:8]([C:5]2[CH:6]=[N:7][C:2]([N:34]3[CH2:39][CH2:38][NH:37][CH2:36][CH2:35]3)=[CH:3][CH:4]=2)(=[O:10])=[O:9])[CH2:20][CH2:19]4)=[CH:25][CH:26]=1, predict the reactants needed to synthesize it. The reactants are: Cl[C:2]1[N:7]=[CH:6][C:5]([S:8]([N:11]2[CH2:20][CH2:19][C:18]3[C@:13]([CH2:31][O:32][CH3:33])([CH2:14][C:15]4[CH:23]=[N:22][N:21]([C:24]5[CH:29]=[CH:28][C:27]([F:30])=[CH:26][CH:25]=5)[C:16]=4[CH:17]=3)[CH2:12]2)(=[O:10])=[O:9])=[CH:4][CH:3]=1.[NH:34]1[CH2:39][CH2:38][NH:37][CH2:36][CH2:35]1. (8) Given the product [CH3:8][C:4]1[CH:5]=[CH:6][CH:7]=[C:2]([CH3:1])[C:3]=1[C:9]1[CH:14]=[CH:13][CH:12]=[C:11]([CH:15]2[CH2:24][CH2:23][C:22]3[C:17](=[CH:18][CH:19]=[C:20]([C:35]4[S@@:39](=[O:40])[NH:38][C:37](=[O:41])[CH:36]=4)[CH:21]=3)[O:16]2)[CH:10]=1, predict the reactants needed to synthesize it. The reactants are: [CH3:1][C:2]1[CH:7]=[CH:6][CH:5]=[C:4]([CH3:8])[C:3]=1[C:9]1[CH:14]=[CH:13][CH:12]=[C:11]([CH:15]2[CH2:24][CH2:23][C:22]3[C:17](=[CH:18][CH:19]=[C:20](B4OC(C)(C)C(C)(C)O4)[CH:21]=3)[O:16]2)[CH:10]=1.Cl[C:35]1[S@@:39](=[O:40])[NH:38][C:37](=[O:41])[CH:36]=1.C1(P(C2CCCCC2)C2C=CC=CC=2C2C(C(C)C)=CC(C(C)C)=CC=2C(C)C)CCCCC1.C(=O)([O-])[O-].[K+].[K+].